From a dataset of Catalyst prediction with 721,799 reactions and 888 catalyst types from USPTO. Predict which catalyst facilitates the given reaction. (1) Reactant: [CH:1]1([NH:7][C:8]([NH:10][C@H:11]2[CH2:15][O:14][C@@H:13]3[C@H:16]([OH:19])[CH2:17][O:18][C@H:12]23)=[O:9])[CH2:6][CH2:5][CH2:4][CH2:3][CH2:2]1.O[C:21]1[CH:30]=[CH:29][C:24]([C:25]([O:27][CH3:28])=[O:26])=[CH:23][CH:22]=1.C1(P(C2C=CC=CC=2)C2C=CC=CC=2)C=CC=CC=1.N(C(OC(C)C)=O)=NC(OC(C)C)=O. Product: [CH3:28][O:27][C:25](=[O:26])[C:24]1[CH:29]=[CH:30][C:21]([O:19][C@H:16]2[CH2:17][O:18][C@@H:12]3[C@@H:11]([NH:10][C:8]([NH:7][CH:1]4[CH2:6][CH2:5][CH2:4][CH2:3][CH2:2]4)=[O:9])[CH2:15][O:14][C@H:13]23)=[CH:22][CH:23]=1. The catalyst class is: 7. (2) Reactant: [C:1]([O:4][C:5]1[CH:10]=[CH:9][C:8]([O:11][CH2:12][C:13]2[CH:18]=[CH:17][CH:16]=[CH:15][CH:14]=2)=[C:7]([NH2:19])[CH:6]=1)(=[O:3])[CH3:2].C(N(CC)CC)C.[C:27]1([S:33](Cl)(=[O:35])=[O:34])[CH:32]=[CH:31][CH:30]=[CH:29][CH:28]=1. Product: [C:1]([O:4][C:5]1[CH:10]=[CH:9][C:8]([O:11][CH2:12][C:13]2[CH:18]=[CH:17][CH:16]=[CH:15][CH:14]=2)=[C:7]([NH:19][S:33]([C:27]2[CH:32]=[CH:31][CH:30]=[CH:29][CH:28]=2)(=[O:35])=[O:34])[CH:6]=1)(=[O:3])[CH3:2]. The catalyst class is: 2. (3) The catalyst class is: 25. Product: [NH2:33][C:28]1[CH:27]=[CH:26][C:25]([C:37]2[CH:42]=[CH:41][CH:40]=[CH:39][CH:38]=2)=[CH:30][C:29]=1[NH:31][C:47]([C:36]1[CH:21]=[CH:22][C:6]([N:8]2[CH2:9][CH2:10][C:11]3([O:15][N:14]=[C:13]([C:16]([NH:43][CH2:35][CH2:36][C:37]4[CH:42]=[CH:41][CH:40]=[CH:39][CH:38]=4)=[O:18])[CH2:12]3)[CH2:19][CH2:20]2)=[N:43][CH:35]=1)=[O:48]. Reactant: C(O[C:6]([N:8]1[CH2:20][CH2:19][C:11]2([O:15][N:14]=[C:13]([C:16]([OH:18])=O)[CH2:12]2)[CH2:10][CH2:9]1)=O)(C)(C)C.[CH2:21](Cl)[CH2:22]Cl.[CH:25]1[CH:26]=[CH:27][C:28]2[N:33](O)N=[N:31][C:29]=2[CH:30]=1.[CH2:35]([NH2:43])[CH2:36][C:37]1[CH:42]=[CH:41][CH:40]=[CH:39][CH:38]=1.CN([CH:47]=[O:48])C. (4) Reactant: C(N1C=CN=C1)(N1C=CN=C1)=O.[F:13][C:14]([F:19])([CH3:18])[C:15](O)=[O:16].[Br:20][C:21]1[CH:22]=[C:23]([N:27]2[C:35]3[C:30](=[CH:31][C:32]([O:36][C@H:37]([C:46]4[CH:47]=[N:48][C:49]([O:52][CH3:53])=[CH:50][CH:51]=4)[C@@H:38]([NH2:45])[CH2:39][O:40][C:41]([CH3:44])([CH3:43])[CH3:42])=[CH:33][CH:34]=3)[CH:29]=[N:28]2)[CH:24]=[CH:25][CH:26]=1.O. Product: [Br:20][C:21]1[CH:22]=[C:23]([N:27]2[C:35]3[C:30](=[CH:31][C:32]([O:36][C@H:37]([C:46]4[CH:47]=[N:48][C:49]([O:52][CH3:53])=[CH:50][CH:51]=4)[C@@H:38]([NH:45][C:15](=[O:16])[C:14]([F:19])([F:13])[CH3:18])[CH2:39][O:40][C:41]([CH3:44])([CH3:43])[CH3:42])=[CH:33][CH:34]=3)[CH:29]=[N:28]2)[CH:24]=[CH:25][CH:26]=1. The catalyst class is: 56. (5) Reactant: [CH3:1][C:2]1[N:11]=[C:10]([N:12]([C:14]2[CH:19]=[CH:18][C:17]([N:20]([CH3:22])[CH3:21])=[CH:16][CH:15]=2)[CH3:13])[C:9]2[C:4](=[CH:5][CH:6]=[C:7]([N+:23]([O-])=O)[CH:8]=2)[N:3]=1. Product: [NH2:23][C:7]1[CH:8]=[C:9]2[C:4](=[CH:5][CH:6]=1)[N:3]=[C:2]([CH3:1])[N:11]=[C:10]2[N:12]([C:14]1[CH:19]=[CH:18][C:17]([N:20]([CH3:21])[CH3:22])=[CH:16][CH:15]=1)[CH3:13]. The catalyst class is: 407.